This data is from Catalyst prediction with 721,799 reactions and 888 catalyst types from USPTO. The task is: Predict which catalyst facilitates the given reaction. (1) Reactant: C[O:2][C:3]1[CH:4]=[C:5]2[C:13](=[CH:14][CH:15]=1)[O:12][C:11]1[C:10]3[CH:16]=[CH:17][CH:18]=[CH:19][C:9]=3[C:8](=[O:20])[NH:7][C:6]2=1.B(Br)(Br)Br. Product: [OH:2][C:3]1[CH:4]=[C:5]2[C:13](=[CH:14][CH:15]=1)[O:12][C:11]1[C:10]3[CH:16]=[CH:17][CH:18]=[CH:19][C:9]=3[C:8](=[O:20])[NH:7][C:6]2=1. The catalyst class is: 6. (2) Reactant: Br[C:2]1[N:22]([S:23]([C:26]2[CH:31]=[CH:30][CH:29]=[CH:28][CH:27]=2)(=[O:25])=[O:24])[C:5]2=[N:6][CH:7]=[C:8]([CH2:10][CH2:11][C:12]3[CH:17]=[C:16]([O:18][CH3:19])[CH:15]=[C:14]([O:20][CH3:21])[CH:13]=3)[N:9]=[C:4]2[CH:3]=1.C(OC([N:39]1[CH:43]=[C:42](B2OC(C)(C)C(C)(C)O2)[CH:41]=[N:40]1)=O)(C)(C)C.ClCCl.P([O-])([O-])([O-])=O.[K+].[K+].[K+]. Product: [CH3:21][O:20][C:14]1[CH:13]=[C:12]([CH2:11][CH2:10][C:8]2[N:9]=[C:4]3[CH:3]=[C:2]([C:42]4[CH:43]=[N:39][NH:40][CH:41]=4)[N:22]([S:23]([C:26]4[CH:31]=[CH:30][CH:29]=[CH:28][CH:27]=4)(=[O:25])=[O:24])[C:5]3=[N:6][CH:7]=2)[CH:17]=[C:16]([O:18][CH3:19])[CH:15]=1. The catalyst class is: 127. (3) Reactant: [CH3:1][O:2][C:3]1[CH:4]=[C:5]([CH2:12][N:13]([CH3:15])[CH3:14])[CH:6]=[CH:7][C:8]=1[N+:9]([O-])=O. Product: [CH3:15][N:13]([CH2:12][C:5]1[CH:6]=[CH:7][C:8]([NH2:9])=[C:3]([O:2][CH3:1])[CH:4]=1)[CH3:14]. The catalyst class is: 50.